Dataset: Forward reaction prediction with 1.9M reactions from USPTO patents (1976-2016). Task: Predict the product of the given reaction. (1) Given the reactants IC1C=CN=C2C=NN(C)C=12.I[C:13]1[C:14]2[C:15](=[CH:19][N:20]([CH3:22])[N:21]=2)[N:16]=[CH:17][CH:18]=1.[F:23][C:24]1[C:25]([C:31]2[CH:36]=[C:35]([NH2:37])[C:34]([CH3:38])=[CH:33][N:32]=2)=[N:26][C:27]([CH3:30])=[CH:28][CH:29]=1.CC1(C)C2C=CC=C(P(C3C=CC=CC=3)C3C=CC=CC=3)C=2OC2C1=CC=CC=2P(C1C=CC=CC=1)C1C=CC=CC=1.CC([O-])(C)C.[Na+], predict the reaction product. The product is: [F:23][C:24]1[C:25]([C:31]2[CH:36]=[C:35]([NH:37][C:13]3[C:14]4[C:15](=[CH:19][N:20]([CH3:22])[N:21]=4)[N:16]=[CH:17][CH:18]=3)[C:34]([CH3:38])=[CH:33][N:32]=2)=[N:26][C:27]([CH3:30])=[CH:28][CH:29]=1. (2) Given the reactants [CH2:1]([NH:8][CH2:9][CH2:10]/[CH:11]=[CH:12]/[C:13]1[CH:18]=[CH:17][C:16]([F:19])=[CH:15][CH:14]=1)[C:2]1[CH:7]=[CH:6][CH:5]=[CH:4][CH:3]=1.B.C1C[O:24]CC1.II.[OH-].[Na+].OO, predict the reaction product. The product is: [CH2:1]([NH:8][CH2:9][CH2:10][CH:11]([OH:24])[CH2:12][C:13]1[CH:18]=[CH:17][C:16]([F:19])=[CH:15][CH:14]=1)[C:2]1[CH:3]=[CH:4][CH:5]=[CH:6][CH:7]=1. (3) Given the reactants Br[C:2]1[N:6]2[N:7]=[C:8]([NH:11][CH2:12][CH2:13][CH2:14][CH3:15])[CH:9]=[CH:10][C:5]2=[N:4][CH:3]=1.[NH2:16][CH2:17][C:18]1[CH:23]=[CH:22][C:21](B(O)[OH:25])=[CH:20][CH:19]=1.P([O-])([O-])([O-])=O.[K+].[K+].[K+].[CH2:35]([CH2:38][O:39]C)OC.O, predict the reaction product. The product is: [C:38]([OH:39])(=[O:25])[CH3:35].[NH2:16][CH2:17][C:18]1[CH:23]=[CH:22][C:21]([C:2]2[N:6]3[N:7]=[C:8]([NH:11][CH2:12][CH2:13][CH2:14][CH3:15])[CH:9]=[CH:10][C:5]3=[N:4][CH:3]=2)=[CH:20][CH:19]=1. (4) The product is: [F:22][C:21]([F:24])([F:23])[S:18]([O:1][C:2]1[CH:9]=[C:8]([CH3:10])[C:5]([C:6]#[N:7])=[C:4]([CH3:11])[C:3]=1[N+:12]([O-:14])=[O:13])(=[O:20])=[O:19]. Given the reactants [OH:1][C:2]1[CH:9]=[C:8]([CH3:10])[C:5]([C:6]#[N:7])=[C:4]([CH3:11])[C:3]=1[N+:12]([O-:14])=[O:13].ClCCl.[S:18](O[S:18]([C:21]([F:24])([F:23])[F:22])(=[O:20])=[O:19])([C:21]([F:24])([F:23])[F:22])(=[O:20])=[O:19].N1C=CC=CC=1, predict the reaction product. (5) Given the reactants Cl[C:2]1[N:3]=[N:4][C:5]([N:8]2[CH2:13][CH2:12][NH:11][CH:10]([CH:14]([CH3:16])[CH3:15])[CH2:9]2)=[CH:6][CH:7]=1.C([O-])=O.[NH4+], predict the reaction product. The product is: [CH:14]([CH:10]1[NH:11][CH2:12][CH2:13][N:8]([C:5]2[N:4]=[N:3][CH:2]=[CH:7][CH:6]=2)[CH2:9]1)([CH3:16])[CH3:15]. (6) The product is: [O:1]1[CH2:6][CH2:5][O:4][CH2:3][C@@H:2]1[CH2:7][O:8][C:13]1[C:12]([Br:11])=[CH:17][N:16]=[C:15]([Cl:18])[N:14]=1. Given the reactants [O:1]1[CH2:6][CH2:5][O:4][CH2:3][C@@H:2]1[CH2:7][OH:8].[H-].[Na+].[Br:11][C:12]1[C:13](Cl)=[N:14][C:15]([Cl:18])=[N:16][CH:17]=1, predict the reaction product. (7) Given the reactants [CH2:1]([O:3][C:4]([C:6]1[N:11]=[C:10](Br)[C:9]2[N:13]=[C:14]([C:16]3[CH:21]=[CH:20][CH:19]=[CH:18][CH:17]=3)[S:15][C:8]=2[C:7]=1[OH:22])=[O:5])[CH3:2].[CH3:23][Sn](C)(C)C, predict the reaction product. The product is: [CH2:1]([O:3][C:4]([C:6]1[N:11]=[C:10]([CH3:23])[C:9]2[N:13]=[C:14]([C:16]3[CH:21]=[CH:20][CH:19]=[CH:18][CH:17]=3)[S:15][C:8]=2[C:7]=1[OH:22])=[O:5])[CH3:2].